From a dataset of Peptide-MHC class I binding affinity with 185,985 pairs from IEDB/IMGT. Regression. Given a peptide amino acid sequence and an MHC pseudo amino acid sequence, predict their binding affinity value. This is MHC class I binding data. (1) The peptide sequence is RILHNFAYSL. The MHC is HLA-A24:02 with pseudo-sequence HLA-A24:02. The binding affinity (normalized) is 0.146. (2) The peptide sequence is KVQRQIQVH. The MHC is HLA-A24:02 with pseudo-sequence HLA-A24:02. The binding affinity (normalized) is 0.109. (3) The peptide sequence is AERLINMI. The MHC is H-2-Kk with pseudo-sequence H-2-Kk. The binding affinity (normalized) is 0.814.